From a dataset of Full USPTO retrosynthesis dataset with 1.9M reactions from patents (1976-2016). Predict the reactants needed to synthesize the given product. (1) Given the product [C:3]([C:5]1[CH:6]=[CH:7][C:8]([C:11]2[CH:16]=[CH:15][N:14]=[CH:13][C:12]=2[S:17][C:18]([CH3:25])([CH3:24])[C:19]([OH:21])=[O:20])=[CH:9][CH:10]=1)#[N:4], predict the reactants needed to synthesize it. The reactants are: [OH-].[Na+].[C:3]([C:5]1[CH:10]=[CH:9][C:8]([C:11]2[CH:16]=[CH:15][N:14]=[CH:13][C:12]=2[S:17][C:18]([CH3:25])([CH3:24])[C:19]([O:21]CC)=[O:20])=[CH:7][CH:6]=1)#[N:4]. (2) Given the product [CH3:17][C:14]1[CH:15]=[CH:16][C:11]([C:9]#[C:10][C:2]2[CH:8]=[CH:7][CH:6]=[CH:5][C:3]=2[NH2:4])=[CH:12][CH:13]=1, predict the reactants needed to synthesize it. The reactants are: I[C:2]1[CH:8]=[CH:7][CH:6]=[CH:5][C:3]=1[NH2:4].[C:9]([C:11]1[CH:16]=[CH:15][C:14]([CH3:17])=[CH:13][CH:12]=1)#[CH:10].O. (3) Given the product [F:1][C:2]1[CH:7]=[CH:6][C:5]([CH:8]2[CH2:13][CH2:12][N:11]([C:14]([C:16]3[CH:17]=[N:18][C:19]4[N:20]([N:30]=[CH:31][C:32]=4[C:33]([NH:41][S:38]([CH2:36][CH3:37])(=[O:40])=[O:39])=[O:34])[C:21]=3[NH:22][C:23]3[CH:28]=[CH:27][CH:26]=[C:25]([CH3:29])[CH:24]=3)=[O:15])[CH2:10][CH2:9]2)=[CH:4][CH:3]=1, predict the reactants needed to synthesize it. The reactants are: [F:1][C:2]1[CH:7]=[CH:6][C:5]([CH:8]2[CH2:13][CH2:12][N:11]([C:14]([C:16]3[CH:17]=[N:18][C:19]4[N:20]([N:30]=[CH:31][C:32]=4[C:33](O)=[O:34])[C:21]=3[NH:22][C:23]3[CH:28]=[CH:27][CH:26]=[C:25]([CH3:29])[CH:24]=3)=[O:15])[CH2:10][CH2:9]2)=[CH:4][CH:3]=1.[CH2:36]([S:38]([NH2:41])(=[O:40])=[O:39])[CH3:37]. (4) Given the product [CH2:1]([NH:8][C:9]([C:11]1[CH:12]=[C:13]([C:17]2[CH:22]=[CH:21][CH:20]=[C:19]([C:23]([NH:27][OH:28])=[O:25])[CH:18]=2)[CH:14]=[CH:15][CH:16]=1)=[O:10])[C:2]1[CH:7]=[CH:6][CH:5]=[CH:4][CH:3]=1, predict the reactants needed to synthesize it. The reactants are: [CH2:1]([NH:8][C:9]([C:11]1[CH:12]=[C:13]([C:17]2[CH:22]=[CH:21][CH:20]=[C:19]([C:23]([O:25]C)=O)[CH:18]=2)[CH:14]=[CH:15][CH:16]=1)=[O:10])[C:2]1[CH:7]=[CH:6][CH:5]=[CH:4][CH:3]=1.[NH2:27][OH:28].C(OCC)(=O)C. (5) Given the product [C:28]([CH2:29][CH2:30][NH:31][C:9]([C:7]1[C:6]2[CH:13]=[C:14]([C:17]([F:20])([F:19])[F:18])[CH:15]=[CH:16][C:5]=2[O:4][C:3]([CH2:21][F:22])([CH2:2][F:1])[CH:8]=1)=[S:12])#[N:27], predict the reactants needed to synthesize it. The reactants are: [F:1][CH2:2][C:3]1([CH2:21][F:22])[CH:8]=[C:7]([C:9](=[S:12])OC)[C:6]2[CH:13]=[C:14]([C:17]([F:20])([F:19])[F:18])[CH:15]=[CH:16][C:5]=2[O:4]1.C1CC[N:31]2C(=[N:27][CH2:28][CH2:29][CH2:30]2)CC1.NCCC#N.C(OCC)(=O)C. (6) Given the product [Cl:12][C:10]1[CH:9]=[CH:8][C:3]([C:4]([O:6][CH3:7])=[O:5])=[C:2]([NH:1][C:28]([C:24]2[S:25][CH:26]=[CH:27][C:23]=2[Cl:22])=[O:29])[CH:11]=1, predict the reactants needed to synthesize it. The reactants are: [NH2:1][C:2]1[CH:11]=[C:10]([Cl:12])[CH:9]=[CH:8][C:3]=1[C:4]([O:6][CH3:7])=[O:5].C(N(C(C)C)CC)(C)C.[Cl:22][C:23]1[CH:27]=[CH:26][S:25][C:24]=1[C:28](Cl)=[O:29]. (7) Given the product [Cl:1][C:2]1[N:6]([C:11]([O:13][C:14]([CH3:17])([CH3:16])[CH3:15])=[O:12])[C:5]2[CH:7]=[CH:8][CH:9]=[CH:10][C:4]=2[N:3]=1, predict the reactants needed to synthesize it. The reactants are: [Cl:1][C:2]1[NH:3][C:4]2[CH:10]=[CH:9][CH:8]=[CH:7][C:5]=2[N:6]=1.[C:11](O[C:11]([O:13][C:14]([CH3:17])([CH3:16])[CH3:15])=[O:12])([O:13][C:14]([CH3:17])([CH3:16])[CH3:15])=[O:12]. (8) Given the product [Br:1][C:2]1[CH:3]=[CH:4][C:5]([CH3:35])=[C:6]([NH:8][C:9]([C:11]2[N:12]=[CH:13][NH:14][C:15]=2[C:16]([NH:18][C:19]2[NH:23][C:22]3[C:24]([O:28][CH:29]4[CH2:34][CH2:33][N:32]([CH3:36])[CH2:31][CH2:30]4)=[CH:25][CH:26]=[CH:27][C:21]=3[N:20]=2)=[O:17])=[O:10])[CH:7]=1, predict the reactants needed to synthesize it. The reactants are: [Br:1][C:2]1[CH:3]=[CH:4][C:5]([CH3:35])=[C:6]([NH:8][C:9]([C:11]2[N:12]=[CH:13][NH:14][C:15]=2[C:16]([NH:18][C:19]2[NH:23][C:22]3[C:24]([O:28][CH:29]4[CH2:34][CH2:33][NH:32][CH2:31][CH2:30]4)=[CH:25][CH:26]=[CH:27][C:21]=3[N:20]=2)=[O:17])=[O:10])[CH:7]=1.[C:36](#N)C.C=O.C([BH3-])#N.[Na+]. (9) Given the product [CH3:28][O:27][C:24]1[CH:25]=[CH:26][C:21]([CH:20]=[N:19][NH:18][C:16]([C:8]2[NH:9][C:10]3[C:15]([C:7]=2[C:1]2[CH:2]=[CH:3][CH:4]=[CH:5][CH:6]=2)=[CH:14][CH:13]=[CH:12][CH:11]=3)=[O:17])=[CH:22][CH:23]=1, predict the reactants needed to synthesize it. The reactants are: [C:1]1([C:7]2[C:15]3[C:10](=[CH:11][CH:12]=[CH:13][CH:14]=3)[NH:9][C:8]=2[C:16]([NH:18][NH2:19])=[O:17])[CH:6]=[CH:5][CH:4]=[CH:3][CH:2]=1.[CH:20](=O)[C:21]1[CH:26]=[CH:25][C:24]([O:27][CH3:28])=[CH:23][CH:22]=1. (10) Given the product [C:16]([O:19][C:20](=[O:21])[NH:4][C:3]1[CH:5]=[CH:6][C:7]([F:9])=[CH:8][C:2]=1[F:1])([CH3:18])([CH3:17])[CH3:15], predict the reactants needed to synthesize it. The reactants are: [F:1][C:2]1[CH:8]=[C:7]([F:9])[CH:6]=[CH:5][C:3]=1[NH2:4].C([O-])(O)=O.[Na+].[CH3:15][C:16]([O:19][C:20](O[C:20]([O:19][C:16]([CH3:18])([CH3:17])[CH3:15])=[O:21])=[O:21])([CH3:18])[CH3:17].